Dataset: Catalyst prediction with 721,799 reactions and 888 catalyst types from USPTO. Task: Predict which catalyst facilitates the given reaction. (1) Reactant: [Cl:1][C:2]1[CH:3]=[C:4]2[C:9](=[CH:10][CH:11]=1)[N:8]=[C:7]([C:12]([F:15])([F:14])[F:13])[N:6]=[C:5]2O.P(Cl)(Cl)([Cl:19])=O.C(N(CC)CC)C. Product: [Cl:19][C:5]1[C:4]2[C:9](=[CH:10][CH:11]=[C:2]([Cl:1])[CH:3]=2)[N:8]=[C:7]([C:12]([F:15])([F:14])[F:13])[N:6]=1. The catalyst class is: 2. (2) Reactant: [CH3:1][O:2][N:3]=[C:4]1[C:8]2[CH:9]=[CH:10][CH:11]=[CH:12][C:7]=2[O:6][C:5]1=[N:13][OH:14].[H-].[Na+].Br[CH2:18][CH2:19][OH:20].C[O-].[Na+]. Product: [CH3:1][O:2][N:3]=[C:4]1[C:8]2[CH:9]=[CH:10][CH:11]=[CH:12][C:7]=2[O:6][C:5]1=[N:13][O:14][CH2:18][CH2:19][OH:20]. The catalyst class is: 35. (3) Reactant: [Br:1][C:2]1[C:7](=[O:8])[N:6]([CH:9]([CH2:15][C:16]2[CH:21]=[CH:20][N:19]=[CH:18][CH:17]=2)[C:10]([O:12]CC)=[O:11])[N:5]=[CH:4][C:3]=1[NH:22][C@@H:23]1[CH2:28][C@@H:27]2[CH2:29][C@@H:25]([C:26]2([CH3:31])[CH3:30])[C@H:24]1[CH3:32].[OH-].[Na+].Cl. Product: [Br:1][C:2]1[C:7](=[O:8])[N:6]([CH:9]([CH2:15][C:16]2[CH:17]=[CH:18][N:19]=[CH:20][CH:21]=2)[C:10]([OH:12])=[O:11])[N:5]=[CH:4][C:3]=1[NH:22][C@@H:23]1[CH2:28][C@@H:27]2[CH2:29][C@@H:25]([C:26]2([CH3:31])[CH3:30])[C@H:24]1[CH3:32]. The catalyst class is: 12. (4) Reactant: [Cl:1][C:2]1[CH:7]=[C:6]([Cl:8])[CH:5]=[CH:4][C:3]=1[C:9]1[O:13][C:12]([SH:14])=[N:11][N:10]=1.C(=O)([O-])[O-].[K+].[K+].Br[CH2:22][CH2:23][C:24]([O:26][CH2:27][CH3:28])=[O:25].C(OCC)(=O)C. Product: [Cl:1][C:2]1[CH:7]=[C:6]([Cl:8])[CH:5]=[CH:4][C:3]=1[C:9]1[O:13][C:12]([S:14][CH2:22][CH2:23][C:24]([O:26][CH2:27][CH3:28])=[O:25])=[N:11][N:10]=1. The catalyst class is: 21. (5) Reactant: C([N:8]1[CH2:15][CH:14]2[CH2:16][CH:10]([CH2:11][N:12]([S:17]([CH2:20][CH2:21][CH2:22][CH3:23])(=[O:19])=[O:18])[CH2:13]2)[CH2:9]1)C1C=CC=CC=1. Product: [CH2:20]([S:17]([N:12]1[CH2:11][CH:10]2[CH2:16][CH:14]([CH2:15][NH:8][CH2:9]2)[CH2:13]1)(=[O:19])=[O:18])[CH2:21][CH2:22][CH3:23]. The catalyst class is: 29. (6) Reactant: C([O-])(O)=O.[Na+].Br[C:7]1[S:8][CH:9]=[CH:10][C:11]=1[CH2:12][CH2:13][CH2:14][CH2:15][Br:16].[CH2:17]([C:23]1[CH:24]=[C:25](B2OCC(C)(C)CO2)[S:26][CH:27]=1)[CH2:18][CH2:19][CH2:20][CH2:21][CH3:22].[NH4+].[Cl-]. Product: [Br:16][CH2:15][CH2:14][CH2:13][CH2:12][C:11]1[CH:10]=[CH:9][S:8][C:7]=1[C:25]1[S:26][CH:27]=[C:23]([CH2:17][CH2:18][CH2:19][CH2:20][CH2:21][CH3:22])[CH:24]=1. The catalyst class is: 276. (7) Reactant: [S:1]1[CH:5]=[CH:4][CH:3]=[C:2]1[C:6]1([C:12]([OH:14])=O)[CH2:11][CH2:10][O:9][CH2:8][CH2:7]1.S(Cl)([Cl:17])=O.CN(C=O)C. Product: [S:1]1[CH:5]=[CH:4][CH:3]=[C:2]1[C:6]1([C:12]([Cl:17])=[O:14])[CH2:11][CH2:10][O:9][CH2:8][CH2:7]1. The catalyst class is: 2.